Predict the product of the given reaction. From a dataset of Forward reaction prediction with 1.9M reactions from USPTO patents (1976-2016). (1) Given the reactants [F:1][C:2]1[CH:7]=[CH:6][C:5]([C:8](=[N:22][OH:23])[CH2:9][CH2:10][N:11]2[CH2:16][CH2:15][CH2:14][CH:13]([C:17]3[S:18][CH:19]=[CH:20][N:21]=3)[CH2:12]2)=[CH:4][CH:3]=1.[CH3:24][C:25](C)([O-])C.[K+].C(I)C, predict the reaction product. The product is: [CH2:24]([O:23][N:22]=[C:8]([C:5]1[CH:6]=[CH:7][C:2]([F:1])=[CH:3][CH:4]=1)[CH2:9][CH2:10][N:11]1[CH2:16][CH2:15][CH2:14][CH:13]([C:17]2[S:18][CH:19]=[CH:20][N:21]=2)[CH2:12]1)[CH3:25]. (2) The product is: [O:8]1[CH:9]=[CH:10][CH:11]=[C:7]1[C:5]1[NH:4][C:3]2[C:12](=[O:14])[NH:22][CH:21]=[N:1][C:2]=2[CH:6]=1. Given the reactants [NH2:1][C:2]1[CH:6]=[C:5]([C:7]2[O:8][CH:9]=[CH:10][CH:11]=2)[NH:4][C:3]=1[C:12]([O:14]CC)=O.C(O)(=O)C.[CH:21](N)=[NH:22], predict the reaction product. (3) Given the reactants [Cl:1][C:2]1[CH:26]=[CH:25][C:5]([C:6]([NH:8][CH:9]([CH2:13][C:14]2[C:23]3[C:18](=[CH:19][CH:20]=[CH:21][CH:22]=3)[NH:17][C:16](=[O:24])[CH:15]=2)[C:10](O)=[O:11])=[O:7])=[CH:4][CH:3]=1.Cl.[NH2:28][CH2:29][CH2:30][CH2:31][C:32]([O:34][CH2:35][CH3:36])=[O:33], predict the reaction product. The product is: [Cl:1][C:2]1[CH:3]=[CH:4][C:5]([C:6]([NH:8][CH:9]([CH2:13][C:14]2[C:23]3[C:18](=[CH:19][CH:20]=[CH:21][CH:22]=3)[NH:17][C:16](=[O:24])[CH:15]=2)[C:10]([NH:28][CH2:29][CH2:30][CH2:31][C:32]([O:34][CH2:35][CH3:36])=[O:33])=[O:11])=[O:7])=[CH:25][CH:26]=1.